From a dataset of Peptide-MHC class I binding affinity with 185,985 pairs from IEDB/IMGT. Regression. Given a peptide amino acid sequence and an MHC pseudo amino acid sequence, predict their binding affinity value. This is MHC class I binding data. (1) The peptide sequence is AINSEMFLL. The MHC is HLA-B35:03 with pseudo-sequence HLA-B35:03. The binding affinity (normalized) is 0.0165. (2) The peptide sequence is YVKTLLISM. The MHC is HLA-A02:01 with pseudo-sequence HLA-A02:01. The binding affinity (normalized) is 0.303. (3) The peptide sequence is FQTKGLGISY. The MHC is HLA-A30:02 with pseudo-sequence HLA-A30:02. The binding affinity (normalized) is 0.507. (4) The peptide sequence is YADGGQWYN. The MHC is HLA-B15:17 with pseudo-sequence HLA-B15:17. The binding affinity (normalized) is 0.0847. (5) The peptide sequence is EALYYVHSLL. The MHC is HLA-A68:02 with pseudo-sequence HLA-A68:02. The binding affinity (normalized) is 0.550. (6) The peptide sequence is FPFLYKFLL. The MHC is HLA-A02:01 with pseudo-sequence HLA-A02:01. The binding affinity (normalized) is 0.257. (7) The peptide sequence is KLADMSIYC. The MHC is HLA-B44:02 with pseudo-sequence HLA-B44:02. The binding affinity (normalized) is 0.0847.